This data is from Forward reaction prediction with 1.9M reactions from USPTO patents (1976-2016). The task is: Predict the product of the given reaction. (1) Given the reactants [F:1][C:2]1[CH:3]=[C:4]([NH2:24])[CH:5]=[CH:6][C:7]=1[O:8][C:9]1[CH:14]=[CH:13][N:12]=[C:11]2[CH:15]=[C:16]([C:18]3[N:19]([CH3:23])[CH:20]=[CH:21][N:22]=3)[S:17][C:10]=12.FC1C=C(NC(=O)CC(NC2C=CC=CC=2OC)=O)C=CC=1OC1C=CN=C2C=C(C3N(C)C=CN=3)SC=12.COC1C=CC=CC=1NC(=O)CC(O)=O.[CH3:78][CH:79]([C:83](=[O:91])[NH:84][C:85]1[CH:90]=[CH:89][CH:88]=[CH:87][CH:86]=1)[C:80](O)=[O:81], predict the reaction product. The product is: [F:1][C:2]1[CH:3]=[C:4]([NH:24][C:80](=[O:81])[CH:79]([CH3:78])[C:83]([NH:84][C:85]2[CH:86]=[CH:87][CH:88]=[CH:89][CH:90]=2)=[O:91])[CH:5]=[CH:6][C:7]=1[O:8][C:9]1[CH:14]=[CH:13][N:12]=[C:11]2[CH:15]=[C:16]([C:18]3[N:19]([CH3:23])[CH:20]=[CH:21][N:22]=3)[S:17][C:10]=12. (2) Given the reactants [CH3:1][N:2]1[CH2:8][CH2:7][CH2:6][N:5]([CH2:9][C:10]2[CH:38]=[CH:37][C:13]([C:14]([NH:16][C:17]3[CH:22]=[C:21]([NH:23][C:24]4[N:29]=[C:28]([C:30]5[CH:31]=[N:32][CH:33]=[CH:34][CH:35]=5)[CH:27]=[CH:26][N:25]=4)[CH:20]=[CH:19][C:18]=3[CH3:36])=[O:15])=[CH:12][CH:11]=2)[CH2:4][CH2:3]1.[CH3:39][S:40]([OH:43])(=[O:42])=[O:41], predict the reaction product. The product is: [CH3:39][S:40]([OH:43])(=[O:42])=[O:41].[CH3:1][N:2]1[CH2:8][CH2:7][CH2:6][N:5]([CH2:9][C:10]2[CH:11]=[CH:12][C:13]([C:14]([NH:16][C:17]3[CH:22]=[C:21]([NH:23][C:24]4[N:29]=[C:28]([C:30]5[CH:31]=[N:32][CH:33]=[CH:34][CH:35]=5)[CH:27]=[CH:26][N:25]=4)[CH:20]=[CH:19][C:18]=3[CH3:36])=[O:15])=[CH:37][CH:38]=2)[CH2:4][CH2:3]1. (3) Given the reactants [F:1][C:2]1[CH:3]=[C:4]2[C:8](=[CH:9][CH:10]=1)[NH:7][CH:6]=[CH:5]2.[C:11]1(=[O:17])[NH:15][C:14](=[O:16])[CH:13]=[CH:12]1, predict the reaction product. The product is: [F:1][C:2]1[CH:3]=[C:4]2[C:8](=[CH:9][CH:10]=1)[NH:7][CH:6]=[C:5]2[CH:13]1[CH2:12][C:11](=[O:17])[NH:15][C:14]1=[O:16]. (4) Given the reactants [NH:1]1[C:9]2[C:4](=[CH:5][C:6]([C:10]([OH:12])=O)=[CH:7][CH:8]=2)[CH:3]=[CH:2]1.C(N(CC)CC)C.F[P-](F)(F)(F)(F)F.N1(O[P+](N(C)C)(N(C)C)N(C)C)C2C=CC=CC=2N=N1.Cl.[NH2:48][CH2:49][C:50]1[N:51]=[CH:52][N:53]([C:55]2[CH:60]=[CH:59][C:58]([N:61]3[CH:66]=[CH:65][CH:64]=[CH:63][C:62]3=[O:67])=[CH:57][CH:56]=2)[CH:54]=1, predict the reaction product. The product is: [O:67]=[C:62]1[CH:63]=[CH:64][CH:65]=[CH:66][N:61]1[C:58]1[CH:59]=[CH:60][C:55]([N:53]2[CH:54]=[C:50]([CH2:49][NH:48][C:10]([C:6]3[CH:5]=[C:4]4[C:9](=[CH:8][CH:7]=3)[NH:1][CH:2]=[CH:3]4)=[O:12])[N:51]=[CH:52]2)=[CH:56][CH:57]=1. (5) Given the reactants [CH3:1][C:2]1[O:6][N:5]=[C:4]([C:7]2[CH:12]=[CH:11][CH:10]=[CH:9][CH:8]=2)[C:3]=1[CH2:13][O:14][C:15]1[N:20]=[N:19][C:18]([NH2:21])=[CH:17][CH:16]=1.[C:22]1([CH3:31])[CH:27]=[CH:26][C:25]([C:28](Cl)=[O:29])=[CH:24][CH:23]=1, predict the reaction product. The product is: [CH3:31][C:22]1[CH:27]=[CH:26][C:25]([C:28]([NH:21][C:18]2[N:19]=[N:20][C:15]([O:14][CH2:13][C:3]3[C:4]([C:7]4[CH:8]=[CH:9][CH:10]=[CH:11][CH:12]=4)=[N:5][O:6][C:2]=3[CH3:1])=[CH:16][CH:17]=2)=[O:29])=[CH:24][CH:23]=1. (6) Given the reactants [NH2:1][CH2:2][C@@H:3]1[O:7][C:6](=[O:8])[N:5]([C:9]2[CH:22]=[CH:21][C:12]3[C:13]4[O:14][N:15]=[CH:16][C:17]=4[CH2:18][CH2:19][CH2:20][C:11]=3[CH:10]=2)[CH2:4]1.C(N(CC)CC)C.[CH2:30]([N:32]=[C:33]=[O:34])[CH3:31], predict the reaction product. The product is: [O:14]1[C:13]2[C:12]3[CH:21]=[CH:22][C:9]([N:5]4[CH2:4][C@H:3]([CH2:2][NH:1][C:33]([NH:32][CH2:30][CH3:31])=[O:34])[O:7][C:6]4=[O:8])=[CH:10][C:11]=3[CH2:20][CH2:19][CH2:18][C:17]=2[CH:16]=[N:15]1.